Dataset: Full USPTO retrosynthesis dataset with 1.9M reactions from patents (1976-2016). Task: Predict the reactants needed to synthesize the given product. (1) Given the product [NH2:3][C:4]1[N:11]=[C:10]([C:12]2[O:13][CH:14]=[CH:15][CH:16]=2)[C:9]([C:17]2[CH:22]=[CH:21][C:20](=[O:23])[N:19]([CH2:24][CH3:25])[CH:18]=2)=[CH:8][C:28]=1[C:27]([OH:1])=[O:29], predict the reactants needed to synthesize it. The reactants are: [OH-:1].[Na+].[NH2:3][C:4]1[N:11]=[C:10]([C:12]2[O:13][CH:14]=[CH:15][CH:16]=2)[C:9]([C:17]2[CH:22]=[CH:21][C:20](=[O:23])[N:19]([CH2:24][CH3:25])[CH:18]=2)=[CH:8]C=1C#N.Cl.[CH2:27]([OH:29])[CH3:28]. (2) Given the product [CH2:21]([O:20][C:18]([N:15]1[CH2:16][CH2:17][C:12]2[N:11]3[C:10]4[C:9]([C:13]=2[CH2:14]1)=[CH:8][CH:7]=[CH:6][C:5]=4[N:4]([CH3:23])[CH2:3][C:2]3([CH3:1])[CH3:25])=[O:19])[CH3:22], predict the reactants needed to synthesize it. The reactants are: [CH3:1][C:2]1([CH3:25])[N:11]2[C:12]3[CH2:17][CH2:16][N:15]([C:18]([O:20][CH2:21][CH3:22])=[O:19])[CH2:14][C:13]=3[C:9]3[C:10]2=[C:5]([CH:6]=[CH:7][CH:8]=3)[N:4]([CH3:23])[C:3]1=O.Cl.O. (3) Given the product [CH2:8]([C:6]1[CH:5]=[CH:4][C:3]2[O:11][C:14]([CH2:15][OH:20])=[CH:13][C:2]=2[CH:7]=1)[CH2:9][CH3:10], predict the reactants needed to synthesize it. The reactants are: I[C:2]1[CH:7]=[C:6]([CH2:8][CH2:9][CH3:10])[CH:5]=[CH:4][C:3]=1[OH:11].Cl[C:13]1[C:14](I)=[C:15]([OH:20])C=C(Cl)C=1. (4) The reactants are: [C:1]([O:5][C:6](=[O:9])[CH2:7][NH2:8])([CH3:4])([CH3:3])[CH3:2].[Cl:10][C:11]1[C:12](Cl)=[N:13][CH:14]=[C:15]([CH:18]=1)[C:16]#[N:17]. Given the product [Cl:10][C:11]1[C:12]([NH:8][CH2:7][C:6]([O:5][C:1]([CH3:4])([CH3:3])[CH3:2])=[O:9])=[N:13][CH:14]=[C:15]([C:16]#[N:17])[CH:18]=1, predict the reactants needed to synthesize it. (5) Given the product [Br:1][C:2]1[CH:8]=[CH:7][C:5]([NH:6][C:20](=[O:21])[O:22][C:23]([CH3:26])([CH3:25])[CH3:24])=[C:4]([Cl:9])[CH:3]=1, predict the reactants needed to synthesize it. The reactants are: [Br:1][C:2]1[CH:8]=[CH:7][C:5]([NH2:6])=[C:4]([Cl:9])[CH:3]=1.C[Si]([N-][Si](C)(C)C)(C)C.[Na+].[C:20](O[C:20]([O:22][C:23]([CH3:26])([CH3:25])[CH3:24])=[O:21])([O:22][C:23]([CH3:26])([CH3:25])[CH3:24])=[O:21]. (6) Given the product [N:6]1[C:14]2[C:9](=[N:10][CH:11]=[CH:12][CH:13]=2)[N:8]([CH2:15][C:16]2[CH:28]=[CH:27][C:19]3[N:20]=[C:21]([NH:29][CH2:30][C:31]4([OH:50])[CH2:36][CH2:35][CH2:34][CH2:33][CH2:32]4)[S:22][C:18]=3[CH:17]=2)[CH:7]=1, predict the reactants needed to synthesize it. The reactants are: S1C=CN=C1.[N:6]1[C:14]2[C:9](=[N:10][CH:11]=[CH:12][CH:13]=2)[N:8]([CH2:15][C:16]2[CH:28]=[CH:27][C:19]3[N:20]=[C:21](S(C)(=O)=O)[S:22][C:18]=3[CH:17]=2)[CH:7]=1.[NH2:29][CH2:30][C:31]1(CO)[CH2:36][CH2:35][CH2:34][CH2:33][CH2:32]1.CCN(C(C)C)C(C)C.CC(N(C)C)=[O:50]. (7) The reactants are: CC1C=CC(S(N[C@H](CC#C)C)(=O)=O)=CC=1.[F:17][C:18]1[CH:23]=[CH:22][C:21]([C@H:24]([NH:32][S:33]([C:36]2[CH:41]=[CH:40][CH:39]=[C:38]([C:42]([F:45])([F:44])[F:43])[CH:37]=2)(=[O:35])=[O:34])[CH2:25][C:26]#[C:27][Si](C)(C)C)=[CH:20][CH:19]=1. Given the product [F:17][C:18]1[CH:19]=[CH:20][C:21]([C@H:24]([NH:32][S:33]([C:36]2[CH:41]=[CH:40][CH:39]=[C:38]([C:42]([F:45])([F:43])[F:44])[CH:37]=2)(=[O:35])=[O:34])[CH2:25][C:26]#[CH:27])=[CH:22][CH:23]=1, predict the reactants needed to synthesize it.